From a dataset of Forward reaction prediction with 1.9M reactions from USPTO patents (1976-2016). Predict the product of the given reaction. (1) The product is: [ClH:41].[Cl:41][C:42]1[CH:61]=[CH:60][C:45]([NH:46][C:47]2[C:56]3[C:51](=[CH:52][C:53]([O:32][CH2:33][CH:34]4[CH2:39][CH2:38][N:37]([CH3:40])[CH2:36][CH2:35]4)=[C:54]([O:57][CH3:58])[CH:55]=3)[N:50]=[CH:49][N:48]=2)=[C:44]([F:62])[CH:43]=1. Given the reactants C1(P(C2C=CC=CC=2)C2C=CC=CC=2)C=CC=CC=1.N(C(OCC)=O)=NC(OCC)=O.[OH:32][CH2:33][CH:34]1[CH2:39][CH2:38][N:37]([CH3:40])[CH2:36][CH2:35]1.[Cl:41][C:42]1[CH:61]=[CH:60][C:45]([NH:46][C:47]2[C:56]3[C:51](=[CH:52][C:53](O)=[C:54]([O:57][CH3:58])[CH:55]=3)[N:50]=[CH:49][N:48]=2)=[C:44]([F:62])[CH:43]=1, predict the reaction product. (2) The product is: [CH3:21][C:20]([Si:23]([CH3:38])([CH3:39])[O:24][C:25]1[CH:26]=[CH:27][C:28]([CH2:31][CH2:32][N:11]2[CH2:12][CH2:13][N:8]([C:6]([O:5][C:1]([CH3:4])([CH3:2])[CH3:3])=[O:7])[CH2:9][CH2:10]2)=[CH:29][CH:30]=1)([CH3:19])[CH3:22]. Given the reactants [C:1]([O:5][C:6]([N:8]1[CH2:13][CH2:12][NH:11][CH2:10][CH2:9]1)=[O:7])([CH3:4])([CH3:3])[CH3:2].C(=O)(O)[O-].[Na+].[CH3:19][C:20]([Si:23]([CH3:39])([CH3:38])[O:24][C:25]1[CH:30]=[CH:29][C:28]([CH2:31][CH2:32]CS([O-])(=O)=O)=[CH:27][CH:26]=1)([CH3:22])[CH3:21], predict the reaction product. (3) The product is: [C:63]([CH2:62][C:57]1[CH:58]=[CH:59][CH:60]=[CH:61][C:56]=1[CH2:55][C:7]1[CH:8]=[CH:9][CH:10]=[CH:11][C:6]=1[CH:5]=[CH:4][C:3]([O:2][CH3:1])=[O:15])#[N:64]. Given the reactants [CH3:1][O:2][C:3](=[O:15])[CH:4]=[CH:5][C:6]1[CH:11]=[CH:10][CH:9]=[CH:8][C:7]=1B(O)O.C(=O)([O-])[O-].[K+].[K+].C1(P(C2C=CC=CC=2)CCCCCP(C2C=CC=CC=2)C2C=CC=CC=2)C=CC=CC=1.C(=O)(OC)O[CH2:55][C:56]1[CH:61]=[CH:60][CH:59]=[CH:58][C:57]=1[CH2:62][C:63]#[N:64], predict the reaction product.